This data is from Forward reaction prediction with 1.9M reactions from USPTO patents (1976-2016). The task is: Predict the product of the given reaction. (1) Given the reactants B.O1CC[CH2:4][CH2:3]1.O1CCCC1.ClC1C=CC([C@H]2N3C(SC(C(N4[CH2:47][C@H:46](F)[CH2:45][C@H:33]4[C:34]([N:36]4[CH2:43][C:40]5([CH2:42][CH2:41]5)[NH:39][CH2:38][C@@H:37]4C)=O)=O)=C3C(C)C)=N[C@]2(C2C=NC(Cl)=CC=2)C)=CC=1F.CO, predict the reaction product. The product is: [CH2:34]([N:36]1[CH2:43][C:40]2([CH2:41][CH2:42]2)[NH:39][CH2:38][CH2:37]1)[C:33]1[CH:45]=[CH:46][CH:47]=[CH:4][CH:3]=1. (2) Given the reactants ClC1C=CC=C(C(OO)=[O:9])C=1.[CH3:12][S:13][CH2:14][CH2:15][NH:16][C:17](=[O:45])[C:18]1[CH:23]=[CH:22][CH:21]=[C:20]([C:24]2[C:32]3[O:31][C:30]([CH2:33][C:34]4[CH:39]=[CH:38][CH:37]=[C:36]([C:40]([F:43])([F:42])[F:41])[CH:35]=4)=[C:29]([CH3:44])[C:28]=3[CH:27]=[CH:26][CH:25]=2)[CH:19]=1.C(=O)(O)[O-].[Na+], predict the reaction product. The product is: [CH3:12][S:13]([CH2:14][CH2:15][NH:16][C:17](=[O:45])[C:18]1[CH:23]=[CH:22][CH:21]=[C:20]([C:24]2[C:32]3[O:31][C:30]([CH2:33][C:34]4[CH:39]=[CH:38][CH:37]=[C:36]([C:40]([F:42])([F:43])[F:41])[CH:35]=4)=[C:29]([CH3:44])[C:28]=3[CH:27]=[CH:26][CH:25]=2)[CH:19]=1)=[O:9]. (3) The product is: [OH:8][C:9]1[CH:14]=[CH:13][C:12]([CH2:15][C:16]([CH3:27])([O:20][C:21]2[CH:22]=[CH:23][CH:24]=[CH:25][CH:26]=2)[C:17]([OH:19])=[O:18])=[CH:11][C:10]=1[O:28][CH3:29]. Given the reactants C([O:8][C:9]1[CH:14]=[CH:13][C:12]([CH2:15][C:16]([CH3:27])([O:20][C:21]2[CH:26]=[CH:25][CH:24]=[CH:23][CH:22]=2)[C:17]([OH:19])=[O:18])=[CH:11][C:10]=1[O:28][CH3:29])C1C=CC=CC=1, predict the reaction product. (4) Given the reactants [F:1][CH2:2][C:3]([CH3:10])([CH3:9])[C:4](=[O:8])[C:5]([OH:7])=[O:6].I[CH2:12][CH3:13].C([O-])([O-])=O.[K+].[K+], predict the reaction product. The product is: [F:1][CH2:2][C:3]([CH3:10])([CH3:9])[C:4](=[O:8])[C:5]([O:7][CH2:12][CH3:13])=[O:6]. (5) Given the reactants O1CCCC1.[F:6][C:7]1[CH:8]=[C:9]([CH:17]=[C:18]([F:27])[C:19]=1[C:20]([CH3:26])([CH3:25])[C:21]([F:24])([F:23])[F:22])[O:10][CH2:11][C:12]([O:14]CC)=[O:13].[OH-].[Na+].Cl, predict the reaction product. The product is: [F:6][C:7]1[CH:8]=[C:9]([CH:17]=[C:18]([F:27])[C:19]=1[C:20]([CH3:25])([CH3:26])[C:21]([F:22])([F:23])[F:24])[O:10][CH2:11][C:12]([OH:14])=[O:13]. (6) Given the reactants Br[C:2]1[CH:7]=[CH:6][C:5]([O:8][CH3:9])=[CH:4][CH:3]=1.[Mg].[I-].[Br:12][C:13]1[CH:14]=[C:15]([CH:18]=[CH:19][CH:20]=1)[C:16]#[N:17].[BH4-].[Na+].[Cl-].[NH4+], predict the reaction product. The product is: [Br:12][C:13]1[CH:14]=[C:15]([CH:16]([C:2]2[CH:7]=[CH:6][C:5]([O:8][CH3:9])=[CH:4][CH:3]=2)[NH2:17])[CH:18]=[CH:19][CH:20]=1. (7) Given the reactants C(O)CC(O)C.C(C1C=CC(S(O)(=O)=O)=CC=1)C.[CH2:19]([O:21][C:22]([O:29][CH2:30][CH3:31])([O:26][CH2:27][CH3:28])[O:23][CH2:24][CH3:25])[CH3:20], predict the reaction product. The product is: [CH3:31][CH:30]1[CH2:28][CH2:27][O:26][C:22]2([O:23][CH2:24][CH2:25][CH:19]([CH3:20])[O:21]2)[O:29]1.